This data is from Forward reaction prediction with 1.9M reactions from USPTO patents (1976-2016). The task is: Predict the product of the given reaction. (1) The product is: [Cl:24][C:19]1[CH:18]=[C:17]([C:4]2[CH:3]=[C:2]([CH2:28][CH2:27][CH2:26][CH2:25][OH:29])[N:6]([C:7]3[CH:16]=[CH:15][C:14]4[C:9](=[CH:10][CH:11]=[CH:12][CH:13]=4)[CH:8]=3)[N:5]=2)[CH:22]=[C:21]([Cl:23])[CH:20]=1. Given the reactants Br[C:2]1[N:6]([C:7]2[CH:16]=[CH:15][C:14]3[C:9](=[CH:10][CH:11]=[CH:12][CH:13]=3)[CH:8]=2)[N:5]=[C:4]([C:17]2[CH:22]=[C:21]([Cl:23])[CH:20]=[C:19]([Cl:24])[CH:18]=2)[CH:3]=1.[CH2:25]([OH:29])[CH2:26][C:27]#[CH:28].C(N(CC)CC)C.ClC1C=C(C2C=C(C#CCCO)NN=2)C=C(Cl)C=1, predict the reaction product. (2) Given the reactants [CH2:1]([O:4][C:5]([N:7]([CH2:17][CH:18]1[CH2:23][CH2:22][N:21]([C:24]2([CH2:35][C:36]#[N:37])[CH2:27][N:26](C(OC(C)(C)C)=O)[CH2:25]2)[CH2:20][CH2:19]1)[C@@H:8]1[CH2:10][C@H:9]1[C:11]1[CH:16]=[CH:15][CH:14]=[CH:13][CH:12]=1)=[O:6])[CH:2]=[CH2:3].Cl.O1CCOCC1, predict the reaction product. The product is: [CH2:1]([O:4][C:5](=[O:6])[N:7]([CH2:17][CH:18]1[CH2:23][CH2:22][N:21]([C:24]2([CH2:35][C:36]#[N:37])[CH2:25][NH:26][CH2:27]2)[CH2:20][CH2:19]1)[C@@H:8]1[CH2:10][C@H:9]1[C:11]1[CH:16]=[CH:15][CH:14]=[CH:13][CH:12]=1)[CH:2]=[CH2:3]. (3) Given the reactants [F:1][C:2]1[CH:7]=[CH:6][C:5]([F:8])=[CH:4][C:3]=1[NH:9][C:10]1[N:15]2[N:16]=[CH:17][C:18]([S:19]([NH2:22])(=[O:21])=[O:20])=[C:14]2[N:13]=[CH:12][C:11]=1[C:23]([N:25]1[CH2:30][CH2:29][CH:28]([C:31]2[CH:36]=[CH:35][C:34]([F:37])=[CH:33][CH:32]=2)[CH2:27][CH2:26]1)=[O:24].[C:38](O)(=[O:41])[CH2:39][CH3:40], predict the reaction product. The product is: [F:1][C:2]1[CH:7]=[CH:6][C:5]([F:8])=[CH:4][C:3]=1[NH:9][C:10]1[N:15]2[N:16]=[CH:17][C:18]([S:19]([NH:22][C:38](=[O:41])[CH2:39][CH3:40])(=[O:21])=[O:20])=[C:14]2[N:13]=[CH:12][C:11]=1[C:23]([N:25]1[CH2:30][CH2:29][CH:28]([C:31]2[CH:32]=[CH:33][C:34]([F:37])=[CH:35][CH:36]=2)[CH2:27][CH2:26]1)=[O:24]. (4) Given the reactants [Cl:1][C:2]1[CH:3]=[C:4]([N:8]2[C:12]([C:13]3[CH:18]=[CH:17][CH:16]=[C:15]([O:19][CH3:20])[CH:14]=3)=[CH:11][C:10]([C:21]([OH:23])=O)=[N:9]2)[CH:5]=[CH:6][CH:7]=1.ClC1C=C(N2C(C3C=C(F)C=C(Cl)C=3)=CC(C([N:47]3[CH2:51][C:50](=[O:52])[NH:49][CH2:48]3)=O)=N2)C=CC=1F, predict the reaction product. The product is: [Cl:1][C:2]1[CH:3]=[C:4]([N:8]2[C:12]([C:13]3[CH:18]=[CH:17][CH:16]=[C:15]([O:19][CH3:20])[CH:14]=3)=[CH:11][C:10]([C:21]([N:47]3[CH2:51][C:50](=[O:52])[NH:49][CH2:48]3)=[O:23])=[N:9]2)[CH:5]=[CH:6][CH:7]=1. (5) Given the reactants [Cl:1][C:2]1[C:10]([F:11])=[CH:9][CH:8]=[CH:7][C:3]=1[C:4]([OH:6])=O.[F:12][C:13]1[CH:18]=[CH:17][C:16]([CH:19]([C:22]2[CH:23]=[N:24][C:25]([C:28]([F:31])([F:30])[F:29])=[N:26][CH:27]=2)[CH2:20][NH2:21])=[CH:15][CH:14]=1, predict the reaction product. The product is: [Cl:1][C:2]1[C:10]([F:11])=[CH:9][CH:8]=[CH:7][C:3]=1[C:4]([NH:21][CH2:20][CH:19]([C:16]1[CH:17]=[CH:18][C:13]([F:12])=[CH:14][CH:15]=1)[C:22]1[CH:23]=[N:24][C:25]([C:28]([F:30])([F:31])[F:29])=[N:26][CH:27]=1)=[O:6]. (6) The product is: [F:22][C:23]1[C:24]([C:45]([F:48])([F:46])[F:47])=[C:25]([CH2:29][CH2:30][C@H:31]2[C:40]3[C:35](=[CH:36][C:37]([O:43][CH3:44])=[C:38]([O:41][CH3:42])[CH:39]=3)[CH2:34][CH2:33][N:32]2[C@H:4]([C:5]2[CH:6]=[CH:7][CH:8]=[CH:9][CH:10]=2)[C:1]([NH2:2])=[O:3])[CH:26]=[CH:27][CH:28]=1. Given the reactants [C:1]([CH:4](OS(C1C=CC(C)=CC=1)(=O)=O)[C:5]1[CH:10]=[CH:9][CH:8]=[CH:7][CH:6]=1)(=[O:3])[NH2:2].[F:22][C:23]1[C:24]([C:45]([F:48])([F:47])[F:46])=[C:25]([CH2:29][CH2:30][C@H:31]2[C:40]3[C:35](=[CH:36][C:37]([O:43][CH3:44])=[C:38]([O:41][CH3:42])[CH:39]=3)[CH2:34][CH2:33][NH:32]2)[CH:26]=[CH:27][CH:28]=1, predict the reaction product. (7) Given the reactants [C:1]([C:5]1[N:10]=[CH:9][C:8]([C:11]2[N:12]([C:32]([N:34]3[CH2:39][CH2:38][CH:37]([C:40]([OH:42])=O)[CH2:36][CH2:35]3)=[O:33])[C@@:13]([C:25]3[CH:30]=[CH:29][C:28]([Cl:31])=[CH:27][CH:26]=3)([CH3:24])[C@@:14]([C:17]3[CH:22]=[CH:21][C:20]([Cl:23])=[CH:19][CH:18]=3)([CH3:16])[N:15]=2)=[C:7]([O:43][CH2:44][CH3:45])[CH:6]=1)([CH3:4])([CH3:3])[CH3:2].[NH:46]1[CH2:51][CH2:50][S:49](=[O:53])(=[O:52])[CH2:48][CH2:47]1, predict the reaction product. The product is: [C:1]([C:5]1[N:10]=[CH:9][C:8]([C:11]2[N:12]([C:32]([N:34]3[CH2:35][CH2:36][CH:37]([C:40]([N:46]4[CH2:51][CH2:50][S:49](=[O:53])(=[O:52])[CH2:48][CH2:47]4)=[O:42])[CH2:38][CH2:39]3)=[O:33])[C@@:13]([C:25]3[CH:30]=[CH:29][C:28]([Cl:31])=[CH:27][CH:26]=3)([CH3:24])[C@@:14]([C:17]3[CH:22]=[CH:21][C:20]([Cl:23])=[CH:19][CH:18]=3)([CH3:16])[N:15]=2)=[C:7]([O:43][CH2:44][CH3:45])[CH:6]=1)([CH3:4])([CH3:2])[CH3:3]. (8) Given the reactants [F:1][C:2]([F:33])([F:32])[C:3]1[CH:4]=[C:5]([NH:13][C:14](=[O:31])[CH2:15][N:16]2[C:21](=[O:22])[C:20]3[C:23]([CH3:30])=[C:24]([C:26]([O:28]C)=[O:27])[S:25][C:19]=3[N:18]=[CH:17]2)[CH:6]=[C:7]([C:9]([F:12])([F:11])[F:10])[CH:8]=1.O.O.[OH-].[Li+], predict the reaction product. The product is: [F:32][C:2]([F:1])([F:33])[C:3]1[CH:4]=[C:5]([NH:13][C:14](=[O:31])[CH2:15][N:16]2[C:21](=[O:22])[C:20]3[C:23]([CH3:30])=[C:24]([C:26]([OH:28])=[O:27])[S:25][C:19]=3[N:18]=[CH:17]2)[CH:6]=[C:7]([C:9]([F:11])([F:12])[F:10])[CH:8]=1.